This data is from Reaction yield outcomes from USPTO patents with 853,638 reactions. The task is: Predict the reaction yield, written as a fraction of the theoretical maximum amount of product (1.0 means a 100% yield; for example, 0.34 means a 34% yield). The reactants are [F:1][C:2]1[CH:3]=[C:4]([CH:31]=[CH:32][CH:33]=1)[CH2:5][N:6]1[C:14]2[C:9](=[CH:10][C:11]([NH:15][C:16]3[C:25]4[C:20](=[CH:21][C:22]([O:29][CH3:30])=[C:23]([N+:26]([O-])=O)[CH:24]=4)[N:19]=[CH:18][N:17]=3)=[CH:12][CH:13]=2)[CH:8]=[N:7]1.Cl.[OH-].[Na+]. The catalyst is CCO.[Fe]. The product is [F:1][C:2]1[CH:3]=[C:4]([CH:31]=[CH:32][CH:33]=1)[CH2:5][N:6]1[C:14]2[C:9](=[CH:10][C:11]([NH:15][C:16]3[C:25]4[C:20](=[CH:21][C:22]([O:29][CH3:30])=[C:23]([NH2:26])[CH:24]=4)[N:19]=[CH:18][N:17]=3)=[CH:12][CH:13]=2)[CH:8]=[N:7]1. The yield is 0.846.